This data is from Experimentally validated miRNA-target interactions with 360,000+ pairs, plus equal number of negative samples. The task is: Binary Classification. Given a miRNA mature sequence and a target amino acid sequence, predict their likelihood of interaction. (1) The miRNA is hsa-miR-519e-5p with sequence UUCUCCAAAAGGGAGCACUUUC. The protein sequence of the target gene is MDCGPPATLQPHLTGPPGTAHHPVAVCQQESLSFAELPALKPPSPVCLDLFPVAPEELRAPGSRWSLGTPAPLQGLLWPLSPGGSDTEITSGGMRPSRAGSWPHCPGAQPPALEGPWSPRHTQPQRRASHGSEKKSAWRKMRVYQREEVPGCPEAHAVFLEPGQVVQEQALSTEEPRVELSGSTRVSLEGPERRRFSASELMTRLHSSLRLGRNSAARALISGSGTGAAREGKASGMEARSVEMSGDRVSRPAPGDSREGDWSEPRLDTQEEPPLGSRSTNERRQSRFLLNSVLYQEYSD.... Result: 0 (no interaction). (2) The miRNA is mmu-miR-5125 with sequence UCUGCCUGGGAUUUCCUUGU. The protein sequence of the target gene is MADPAECNIKVMCRFRPLNESEVNRGDKYVAKFQGEDTVMIASKPYAFDRVFQSSTSQEQVYNDCAKKIVKDVLEGYNGTIFAYGQTSSGKTHTMEGKLHDPEGMGIIPRIVQDIFNYIYSMDENLEFHIKVSYFEIYLDKIRDLLDVSKTNLSVHEDKNRVPYVKGCTERFVCSPDEVMDTIDEGKSNRHVAVTNMNEHSSRSHSIFLINVKQENTQTEQKLSGKLYLVDLAGSEKVSKTGAEGAVLDEAKNINKSLSALGNVISALAEGSTYVPYRDSKMTRILQDSLGGNCRTTIVI.... Result: 1 (interaction). (3) The protein sequence of the target gene is MKLPIFIADAFTATAFRGNPAAVCLLERTLEEDAHQQIAREMNLSETAFIRKLQPTDSFTQSSRFGLRWFTPVSEVPLCGHATLASAAVLFHKIQNRNSTLTFVTMSGELKARRAEDGIVLDFPVYPTFPQDFHEVEDLIKAAIGDTLVQDIRYSTDTRKLLVRLSDSYDRSFLESLKVNTEPLPAIEKTGKVRGLILTVKGEPGGQTAPYDFYSRYFAPWVGIAEDPVTGSAHTVLSSYWSQQLRKKEMRAFQCSRRGGELDISLRPDGRVDIKGGAVIVLEGTLTA. The miRNA is hsa-miR-4326 with sequence UGUUCCUCUGUCUCCCAGAC. Result: 0 (no interaction). (4) The protein sequence of the target gene is MADAFVGTWKLVDSKNFDDYMKSLGVGFATRQVASMTKPTTIIEKNGDTITIKTHSTFKNTEISFQLGVEFDEVTADDRKVKSVVTLDGGKLVHVQKWDGQETTLTRELSDGKLILTLTHGNVVSTRTYEKEA. The miRNA is mmu-miR-615-5p with sequence GGGGGUCCCCGGUGCUCGGAUC. Result: 0 (no interaction).